From a dataset of Full USPTO retrosynthesis dataset with 1.9M reactions from patents (1976-2016). Predict the reactants needed to synthesize the given product. (1) Given the product [F:59][C:56]1[CH:57]=[CH:58][C:53]([C:51]2[N:52]=[C:48]([C@H:47]3[CH2:46][C:39]4[C:40]5[C:45](=[CH:44][CH:43]=[CH:42][CH:41]=5)[NH:37][C:38]=4[C:8]([C:6]4[CH:5]=[N:4][N:3]([CH2:1][CH3:2])[CH:7]=4)([C:9]([O:11][CH2:12][CH3:13])=[O:10])[NH:60]3)[NH:49][CH:50]=2)=[N:54][CH:55]=1, predict the reactants needed to synthesize it. The reactants are: [CH2:1]([N:3]1[CH:7]=[C:6]([C:8](=O)[C:9]([O:11][CH2:12][CH3:13])=[O:10])[CH:5]=[N:4]1)[CH3:2].S(C1C=CC(C)=CC=1)(O)(=O)=O.S(C1C=CC(C)=CC=1)(O)(=O)=O.[NH:37]1[C:45]2[C:40](=[CH:41][CH:42]=[CH:43][CH:44]=2)[C:39]([CH2:46][C@@H:47]([NH2:60])[C:48]2[NH:49][CH:50]=[C:51]([C:53]3[CH:58]=[CH:57][C:56]([F:59])=[CH:55][N:54]=3)[N:52]=2)=[CH:38]1.C([O-])(=O)C.[Na+]. (2) Given the product [F:11][C:3]1[C:2]([CH:12]=[CH2:13])=[N:10][CH:9]=[CH:8][C:4]=1[C:5]([OH:7])=[O:6], predict the reactants needed to synthesize it. The reactants are: Cl[C:2]1[C:3]([F:11])=[C:4]([CH:8]=[CH:9][N:10]=1)[C:5]([OH:7])=[O:6].[CH:12](B(OCCCC)OCCCC)=[CH2:13].C(=O)([O-])[O-].[K+].[K+]. (3) Given the product [N+:1]([C:4]1[C:5]([N:10]2[CH2:15][CH2:14][C:13](=[CH:16][C:17]#[CH:18])[CH2:12][CH2:11]2)=[N:6][CH:7]=[CH:8][CH:9]=1)([O-:3])=[O:2], predict the reactants needed to synthesize it. The reactants are: [N+:1]([C:4]1[C:5]([N:10]2[CH2:15][CH2:14][C:13](=[CH:16][C:17]#[C:18][Si](C)(C)C)[CH2:12][CH2:11]2)=[N:6][CH:7]=[CH:8][CH:9]=1)([O-:3])=[O:2].O.[F-].C([N+](CCCC)(CCCC)CCCC)CCC.O. (4) Given the product [O:4]1[C:12]2[CH:11]=[CH:10][N:9]=[C:8]([N:13]3[CH2:18][CH2:17][N:16]([CH2:19][CH2:20][C@H:21]4[CH2:26][CH2:25][C@H:24]([NH:27][C:28](=[O:33])[CH2:29]/[CH:30]=[CH:31]/[CH3:32])[CH2:23][CH2:22]4)[CH2:15][CH2:14]3)[C:7]=2[CH2:6][CH2:5]1, predict the reactants needed to synthesize it. The reactants are: Cl.Cl.Cl.[O:4]1[C:12]2[CH:11]=[CH:10][N:9]=[C:8]([N:13]3[CH2:18][CH2:17][N:16]([CH2:19][CH2:20][C@H:21]4[CH2:26][CH2:25][C@H:24]([NH2:27])[CH2:23][CH2:22]4)[CH2:15][CH2:14]3)[C:7]=2[CH2:6][CH2:5]1.[C:28](O)(=[O:33])[CH2:29]/[CH:30]=[CH:31]/[CH3:32]. (5) Given the product [Br:1][C:2]1[CH:11]=[C:10]2[C:5]([CH:6]=[CH:7][N:8]([CH2:14][C:15]([F:18])([F:17])[F:16])[C:9]2=[O:12])=[CH:4][CH:3]=1, predict the reactants needed to synthesize it. The reactants are: [Br:1][C:2]1[CH:11]=[C:10]2[C:5]([CH:6]=[CH:7][NH:8][C:9]2=[O:12])=[CH:4][CH:3]=1.I[CH2:14][C:15]([F:18])([F:17])[F:16].[H-].[Na+]. (6) Given the product [CH3:9][C:10]([CH3:11])=[O:13].[CH3:1][CH2:2][CH2:3][CH2:4][CH2:5][CH3:6], predict the reactants needed to synthesize it. The reactants are: [CH3:1][C@H:2](C(O)=O)[C:3]1C=C[C:6]2[CH:9]=[C:10]([O:13]C)[CH:11]=C[C:5]=2[CH:4]=1. (7) Given the product [Br:1][C:2]1[CH:3]=[C:4]2[C:8](=[CH:9][CH:10]=1)[N:7]([C:11]([O:13][C:14]([CH3:17])([CH3:16])[CH3:15])=[O:12])[CH2:6][CH2:5]2, predict the reactants needed to synthesize it. The reactants are: [Br:1][C:2]1[CH:3]=[C:4]2[C:8](=[CH:9][CH:10]=1)[NH:7][CH2:6][CH2:5]2.[C:11](O[C:11]([O:13][C:14]([CH3:17])([CH3:16])[CH3:15])=[O:12])([O:13][C:14]([CH3:17])([CH3:16])[CH3:15])=[O:12]. (8) Given the product [CH3:22][O:23][C:24]1[CH:31]=[CH:30][C:27]([CH2:28][NH:29][C:5]2[C:4]([C:9]3[N:10]=[CH:11][S:12][C:13]=3[C:14]3[CH:19]=[CH:18][CH:17]=[C:16]([Cl:20])[C:15]=3[Cl:21])=[CH:3][C:2]([Br:1])=[CH:7][N:6]=2)=[CH:26][CH:25]=1, predict the reactants needed to synthesize it. The reactants are: [Br:1][C:2]1[CH:3]=[C:4]([C:9]2[N:10]=[CH:11][S:12][C:13]=2[C:14]2[CH:19]=[CH:18][CH:17]=[C:16]([Cl:20])[C:15]=2[Cl:21])[C:5](Cl)=[N:6][CH:7]=1.[CH3:22][O:23][C:24]1[CH:31]=[CH:30][C:27]([CH2:28][NH2:29])=[CH:26][CH:25]=1. (9) The reactants are: C1(P(C2CCCCC2)C2C=CC=CC=2C2C(C(C)C)=CC(C(C)C)=CC=2C(C)C)CCCCC1.[O:35]1[CH2:40][CH2:39][N:38]([C:41]2[N:46]=[C:45]([NH2:47])[CH:44]=[CH:43][CH:42]=2)[CH2:37][CH2:36]1.Cl[C:49]1[C:58]2[C:53](=[CH:54][C:55]([F:60])=[CH:56][C:57]=2[F:59])[N:52]=[C:51]([C:61]2[CH:66]=[C:65]([CH3:67])[CH:64]=[CH:63][N:62]=2)[C:50]=1[CH3:68].CC(C)([O-])C.[Na+]. Given the product [F:59][C:57]1[CH:56]=[C:55]([F:60])[CH:54]=[C:53]2[C:58]=1[C:49]([NH:47][C:45]1[CH:44]=[CH:43][CH:42]=[C:41]([N:38]3[CH2:39][CH2:40][O:35][CH2:36][CH2:37]3)[N:46]=1)=[C:50]([CH3:68])[C:51]([C:61]1[CH:66]=[C:65]([CH3:67])[CH:64]=[CH:63][N:62]=1)=[N:52]2, predict the reactants needed to synthesize it. (10) Given the product [C:1]([O:5][C:6](=[O:20])[NH:7][CH2:8][CH2:9][CH2:10][CH2:11][CH2:12][NH:13][C:14]1[S:15][C:25]([C:24](=[O:27])[C:23]2[CH:28]=[CH:29][CH:30]=[CH:31][C:22]=2[CH3:21])=[C:17]([CH3:18])[N:16]=1)([CH3:4])([CH3:2])[CH3:3], predict the reactants needed to synthesize it. The reactants are: [C:1]([O:5][C:6](=[O:20])[NH:7][CH2:8][CH2:9][CH2:10][CH2:11][CH2:12][NH:13][C:14]([N:16]=[C:17](N)[CH3:18])=[S:15])([CH3:4])([CH3:3])[CH3:2].[CH3:21][C:22]1[CH:31]=[CH:30][CH:29]=[CH:28][C:23]=1[C:24](=[O:27])[CH2:25]Br.CCN(CC)CC.